Dataset: Forward reaction prediction with 1.9M reactions from USPTO patents (1976-2016). Task: Predict the product of the given reaction. (1) Given the reactants Br[CH2:2][CH2:3][CH2:4][CH2:5][CH3:6].[CH:7]1([Mg]Cl)[CH:11]=[CH:10][CH:9]=[CH:8]1, predict the reaction product. The product is: [CH2:2]([C:11]1[CH2:10][CH:9]=[CH:8][CH:7]=1)[CH2:3][CH2:4][CH2:5][CH3:6]. (2) Given the reactants FC1C(O[C:9]([C:11]2([F:30])[C:20]([NH:21][C:22]3[CH:27]=[CH:26][C:25]([I:28])=[CH:24][C:23]=3[F:29])=[CH:19][C:14]3=[N:15][CH2:16][N:17]([CH3:18])[C:13]3=[CH:12]2)=[O:10])=C(F)C(F)=C(F)C=1F.[NH3:35], predict the reaction product. The product is: [F:30][C:11]1([C:9]([NH2:35])=[O:10])[C:20]([NH:21][C:22]2[CH:27]=[CH:26][C:25]([I:28])=[CH:24][C:23]=2[F:29])=[CH:19][C:14]2=[N:15][CH2:16][N:17]([CH3:18])[C:13]2=[CH:12]1. (3) Given the reactants [Cl:1][C:2]1[CH:3]=[C:4]([C:17]2[CH:22]=[C:21]([F:23])[CH:20]=[CH:19][C:18]=2[O:24][C@@H:25]([CH3:30])[C:26]([O:28]C)=[O:27])[CH:5]=[CH:6][C:7]=1[C:8]([N:10]1[CH2:14][CH2:13][CH2:12][C:11]1([CH3:16])[CH3:15])=[O:9].[OH-].[Li+], predict the reaction product. The product is: [Cl:1][C:2]1[CH:3]=[C:4]([C:17]2[CH:22]=[C:21]([F:23])[CH:20]=[CH:19][C:18]=2[O:24][C@@H:25]([CH3:30])[C:26]([OH:28])=[O:27])[CH:5]=[CH:6][C:7]=1[C:8]([N:10]1[CH2:14][CH2:13][CH2:12][C:11]1([CH3:16])[CH3:15])=[O:9]. (4) Given the reactants [NH2:1][CH2:2][CH2:3][CH2:4][C:5]1([C:24]2[CH:29]=[CH:28][CH:27]=[CH:26][CH:25]=2)[N:9]([C:10]([N:12]([O:14][CH3:15])[CH3:13])=[O:11])[N:8]=[C:7]([C:16]2[CH:21]=[C:20]([F:22])[CH:19]=[CH:18][C:17]=2[F:23])[S:6]1.C(N(CC)CC)C.C1C=CC(O[C:44](OC2C=CC=CC=2)=[N:45][C:46]#[N:47])=CC=1.[CH3:55][NH2:56], predict the reaction product. The product is: [C:55](/[N:47]=[C:46](/[NH:45][CH3:44])\[NH:1][CH2:2][CH2:3][CH2:4][C:5]1([C:24]2[CH:29]=[CH:28][CH:27]=[CH:26][CH:25]=2)[N:9]([C:10]([N:12]([O:14][CH3:15])[CH3:13])=[O:11])[N:8]=[C:7]([C:16]2[CH:21]=[C:20]([F:22])[CH:19]=[CH:18][C:17]=2[F:23])[S:6]1)#[N:56]. (5) Given the reactants [CH2:1]([O:8][C:9]1[CH:14]=[CH:13][C:12]([N:15]([CH2:26][C@H:27]([OH:29])[CH3:28])[C:16]([C:18]2[C:19]([Cl:25])=[N:20][CH:21]=[N:22][C:23]=2Cl)=[O:17])=[CH:11][CH:10]=1)[C:2]1[CH:7]=[CH:6][CH:5]=[CH:4][CH:3]=1.C(=O)([O-])[O-].[K+].[K+], predict the reaction product. The product is: [CH2:1]([O:8][C:9]1[CH:10]=[CH:11][C:12]([N:15]2[C:16](=[O:17])[C:18]3[C:19]([Cl:25])=[N:20][CH:21]=[N:22][C:23]=3[O:29][C@H:27]([CH3:28])[CH2:26]2)=[CH:13][CH:14]=1)[C:2]1[CH:3]=[CH:4][CH:5]=[CH:6][CH:7]=1. (6) Given the reactants [NH2:1][C:2]1[C:7]([NH2:8])=[C:6]([C:9]2[CH:27]=[CH:26][C:12]([CH2:13][NH:14][C:15]([C:17]3[O:21][N:20]=[C:19]([C:22]([CH3:25])([CH3:24])[CH3:23])[N:18]=3)=[O:16])=[C:11]([F:28])[CH:10]=2)[CH:5]=[CH:4][N:3]=1.[CH3:29][O:30][C:31]1[C:32]([CH:37]=O)=[N:33][CH:34]=[CH:35][CH:36]=1.CN(C=O)C, predict the reaction product. The product is: [C:22]([C:19]1[N:18]=[C:17]([C:15]([NH:14][CH2:13][C:12]2[CH:26]=[CH:27][C:9]([C:6]3[CH:5]=[CH:4][N:3]=[C:2]4[NH:1][C:37]([C:32]5[C:31]([O:30][CH3:29])=[CH:36][CH:35]=[CH:34][N:33]=5)=[N:8][C:7]=34)=[CH:10][C:11]=2[F:28])=[O:16])[O:21][N:20]=1)([CH3:23])([CH3:24])[CH3:25].